From a dataset of Forward reaction prediction with 1.9M reactions from USPTO patents (1976-2016). Predict the product of the given reaction. (1) Given the reactants [NH2:1][CH2:2][CH:3]1[C:7]2[CH:8]=[C:9]([C:12]3[C:20]4[C:15](=[CH:16][C:17]([F:21])=[CH:18][CH:19]=4)[NH:14][CH:13]=3)[CH:10]=[CH:11][C:6]=2[S:5](=[O:23])(=[O:22])[N:4]1[C:24]([CH3:27])([CH3:26])[CH3:25].CCN(C(C)C)C(C)C.[C:37](Cl)(=[O:39])[CH3:38], predict the reaction product. The product is: [C:24]([N:4]1[CH:3]([CH2:2][NH:1][C:37](=[O:39])[CH3:38])[C:7]2[CH:8]=[C:9]([C:12]3[C:20]4[C:15](=[CH:16][C:17]([F:21])=[CH:18][CH:19]=4)[NH:14][CH:13]=3)[CH:10]=[CH:11][C:6]=2[S:5]1(=[O:23])=[O:22])([CH3:27])([CH3:26])[CH3:25]. (2) Given the reactants C([O:3][C:4](=O)[CH2:5][C:6]1[CH:10]=[CH:9][O:8][C:7]=1[CH3:11])C.[H-].[Al+3].[Li+].[H-].[H-].[H-], predict the reaction product. The product is: [CH3:11][C:7]1[O:8][CH:9]=[CH:10][C:6]=1[CH2:5][CH2:4][OH:3]. (3) Given the reactants C([O:3][C:4](=O)[CH:5]([C:8]1[CH:13]=[CH:12][C:11]([Cl:14])=[CH:10][CH:9]=1)[CH2:6][CH3:7])C.O.[NH2:17][NH2:18], predict the reaction product. The product is: [Cl:14][C:11]1[CH:12]=[CH:13][C:8]([CH:5]([CH2:6][CH3:7])[C:4]([NH:17][NH2:18])=[O:3])=[CH:9][CH:10]=1. (4) Given the reactants [C:1]([O:5][C:6](=[O:29])[CH:7]([NH:11][S:12]([C:15]1[CH:20]=[CH:19][C:18]([C:21]2[CH:26]=[CH:25][C:24]([CH2:27][OH:28])=[CH:23][CH:22]=2)=[CH:17][CH:16]=1)(=[O:14])=[O:13])[CH:8]([CH3:10])[CH3:9])([CH3:4])([CH3:3])[CH3:2].Cl[C:31]1[CH:40]=[CH:39][C:38]2[C:33](=[CH:34][CH:35]=[CH:36][CH:37]=2)[N:32]=1.[H-].[Na+], predict the reaction product. The product is: [C:1]([O:5][C:6](=[O:29])[CH:7]([NH:11][S:12]([C:15]1[CH:16]=[CH:17][C:18]([C:21]2[CH:22]=[CH:23][C:24]([CH2:27][O:28][C:33]3[N:32]=[CH:31][C:40]4[C:35]([CH:34]=3)=[CH:36][CH:37]=[CH:38][CH:39]=4)=[CH:25][CH:26]=2)=[CH:19][CH:20]=1)(=[O:14])=[O:13])[CH:8]([CH3:10])[CH3:9])([CH3:3])([CH3:4])[CH3:2]. (5) Given the reactants [CH2:1](I)[CH3:2].[NH2:4][C:5]1[CH:10]=[C:9]([Cl:11])[CH:8]=[CH:7][C:6]=1[SH:12].C(=O)([O-])[O-].[Cs+].[Cs+].C(OCC)(=O)C, predict the reaction product. The product is: [Cl:11][C:9]1[CH:8]=[CH:7][C:6]([S:12][CH2:1][CH3:2])=[C:5]([NH2:4])[CH:10]=1. (6) Given the reactants [C:1]([NH:4][CH2:5][CH2:6][NH:7][C:8]1[N:13]=[C:12]([C:14]2[CH:19]=[CH:18][CH:17]=[CH:16][CH:15]=2)[N:11]=[C:10]([NH:20][C:21](=[O:26])[C:22]([O:24]C)=O)[CH:9]=1)(=[O:3])[CH3:2].[CH2:27]([CH:34]1[CH2:39][CH2:38][NH:37][CH2:36][CH2:35]1)[C:28]1[CH:33]=[CH:32][CH:31]=[CH:30][CH:29]=1, predict the reaction product. The product is: [C:1]([NH:4][CH2:5][CH2:6][NH:7][C:8]1[N:13]=[C:12]([C:14]2[CH:15]=[CH:16][CH:17]=[CH:18][CH:19]=2)[N:11]=[C:10]([NH:20][C:21](=[O:26])[C:22]([N:37]2[CH2:38][CH2:39][CH:34]([CH2:27][C:28]3[CH:33]=[CH:32][CH:31]=[CH:30][CH:29]=3)[CH2:35][CH2:36]2)=[O:24])[CH:9]=1)(=[O:3])[CH3:2].